Dataset: Cav3 T-type calcium channel HTS with 100,875 compounds. Task: Binary Classification. Given a drug SMILES string, predict its activity (active/inactive) in a high-throughput screening assay against a specified biological target. (1) The result is 0 (inactive). The drug is Clc1c(CSc2sc(nn2)C)c(Cl)ccc1. (2) The drug is Brc1ccc(S(=O)(=O)N2CCCN(CC2)CC(=O)Nc2cc3OCOc3cc2)cc1. The result is 0 (inactive). (3) The drug is [nH]1nc(nc1c1ncccc1)c1ccccc1. The result is 0 (inactive). (4) The molecule is Clc1ccc(c2c(c3nc(nn3cc2)C2CCCCC2)C#N)cc1. The result is 0 (inactive).